From a dataset of Full USPTO retrosynthesis dataset with 1.9M reactions from patents (1976-2016). Predict the reactants needed to synthesize the given product. (1) Given the product [OH:18][C:5]1[CH:9]=[CH:10][C:2]([C:1]([OH:12])=[O:11])=[CH:3][CH:4]=1.[OH:18][C:17]1[CH:6]=[C:5]2[C:9](=[CH:15][CH:16]=1)[CH:10]=[C:2]([C:1]([OH:12])=[O:11])[CH:3]=[CH:4]2, predict the reactants needed to synthesize it. The reactants are: [C:1]([O-:12])(=[O:11])[C:2]1[CH:10]=[CH:9][C:5]([C:6]([O-])=O)=[CH:4][CH:3]=1.[C:17]([O-])(=[O:18])[C:16]1[CH:15]=CC=[C:16]([C:17]([O-])=[O:18])[CH:15]=1. (2) Given the product [CH3:33][O:30][CH2:29][C:4]1[C:5]([CH2:21][O:22][CH:23]2[CH2:28][CH2:27][CH2:26][CH2:25][O:24]2)=[C:6]2[C:10](=[C:2]([CH3:1])[CH:3]=1)[N:9]([S:11]([C:14]1[CH:15]=[CH:16][C:17]([CH3:18])=[CH:19][CH:20]=1)(=[O:13])=[O:12])[CH:8]=[CH:7]2, predict the reactants needed to synthesize it. The reactants are: [CH3:1][C:2]1[CH:3]=[C:4]([CH2:29][OH:30])[C:5]([CH2:21][O:22][CH:23]2[CH2:28][CH2:27][CH2:26][CH2:25][O:24]2)=[C:6]2[C:10]=1[N:9]([S:11]([C:14]1[CH:20]=[CH:19][C:17]([CH3:18])=[CH:16][CH:15]=1)(=[O:13])=[O:12])[CH:8]=[CH:7]2.[H-].[Na+].[CH3:33]I. (3) Given the product [CH2:1]([NH:3][C:4]([NH:6][C:7]1[CH:8]=[CH:9][C:10]([C:13]2[N:14]=[C:15]([N:23]3[CH2:28][CH2:27][O:26][CH2:25][C@@H:24]3[CH2:29][CH3:30])[C:16]3[CH2:22][CH2:21][N:20]([C:32]4[N:37]=[CH:36][CH:35]=[CH:34][N:33]=4)[CH2:19][C:17]=3[N:18]=2)=[CH:11][CH:12]=1)=[O:5])[CH3:2], predict the reactants needed to synthesize it. The reactants are: [CH2:1]([NH:3][C:4]([NH:6][C:7]1[CH:12]=[CH:11][C:10]([C:13]2[N:14]=[C:15]([N:23]3[CH2:28][CH2:27][O:26][CH2:25][C@@H:24]3[CH2:29][CH3:30])[C:16]3[CH2:22][CH2:21][NH:20][CH2:19][C:17]=3[N:18]=2)=[CH:9][CH:8]=1)=[O:5])[CH3:2].Cl[C:32]1[N:37]=[CH:36][CH:35]=[CH:34][N:33]=1. (4) Given the product [Cl:1][C:2]1[CH:3]=[C:4]([N:8]2[CH2:24][CH:12]3[CH2:13][N:14]([C:17]([O:19][C:20]([CH3:22])([CH3:21])[CH3:23])=[O:18])[CH2:15][CH2:16][N:11]3[C:9]2=[O:10])[CH:5]=[CH:6][CH:7]=1, predict the reactants needed to synthesize it. The reactants are: [Cl:1][C:2]1[CH:3]=[C:4]([NH:8][C:9]([N:11]2[CH2:16][CH2:15][N:14]([C:17]([O:19][C:20]([CH3:23])([CH3:22])[CH3:21])=[O:18])[CH2:13][CH:12]2[CH2:24]O)=[O:10])[CH:5]=[CH:6][CH:7]=1.C1(P(C2C=CC=CC=2)C2C=CC=CC=2)C=CC=CC=1.N(C(OCC)=O)=NC(OCC)=O.C1(C)C=CC=CC=1.O. (5) Given the product [NH2:37][S:34]([C:31]1[CH:30]=[CH:29][C:28]([N:27]2[C:48]([CH2:39][C:40]3[CH:45]=[CH:44][CH:43]=[CH:42][CH:41]=3)=[N:6][C:5]([C:4]([O:3][CH2:1][CH3:2])=[O:38])=[N:26]2)=[CH:33][CH:32]=1)(=[O:35])=[O:36], predict the reactants needed to synthesize it. The reactants are: [CH2:1]([O:3][C:4](=[O:38])[C:5](=[N:26][NH:27][C:28]1[CH:33]=[CH:32][C:31]([S:34]([NH2:37])(=[O:36])=[O:35])=[CH:30][CH:29]=1)[N:6]=P(C1C=CC=CC=1)(C1C=CC=CC=1)C1C=CC=CC=1)[CH3:2].[C:39](Cl)(=O)[C:40]1[CH:45]=[CH:44][CH:43]=[CH:42][CH:41]=1.[CH3:48]COCC.C(N(CC)CC)C. (6) The reactants are: C(N(CC)CC)C.[CH3:8][NH:9][CH:10]([CH3:19])[CH:11]([C:13]1[S:14][CH:15]=[C:16]([CH3:18])[N:17]=1)[OH:12].Br[CH2:21][C:22]1[C:23]([Cl:29])=[N:24][C:25]([Cl:28])=[CH:26][CH:27]=1. Given the product [Cl:29][C:23]1[C:22]([CH2:21][N:9]([CH3:8])[CH:10]([CH3:19])[CH:11]([C:13]2[S:14][CH:15]=[C:16]([CH3:18])[N:17]=2)[OH:12])=[CH:27][CH:26]=[C:25]([Cl:28])[N:24]=1, predict the reactants needed to synthesize it.